This data is from Reaction yield outcomes from USPTO patents with 853,638 reactions. The task is: Predict the reaction yield, written as a fraction of the theoretical maximum amount of product (1.0 means a 100% yield; for example, 0.34 means a 34% yield). (1) The reactants are C[O:2][C:3](=[O:31])[CH2:4][CH2:5][CH:6]1[CH2:11][CH2:10][N:9]([C:12]2[S:13][C:14]([C:17]3[CH:22]=[CH:21][CH:20]=[C:19]([NH:23][C:24]4[CH:29]=[C:28]([CH3:30])[CH:27]=[CH:26][N:25]=4)[N:18]=3)=[CH:15][N:16]=2)[CH2:8][CH2:7]1.[OH-].[Na+]. The catalyst is O1CCCC1.CO. The product is [CH3:30][C:28]1[CH:27]=[CH:26][N:25]=[C:24]([NH:23][C:19]2[N:18]=[C:17]([C:14]3[S:13][C:12]([N:9]4[CH2:8][CH2:7][CH:6]([CH2:5][CH2:4][C:3]([OH:31])=[O:2])[CH2:11][CH2:10]4)=[N:16][CH:15]=3)[CH:22]=[CH:21][CH:20]=2)[CH:29]=1. The yield is 0.590. (2) The reactants are C[O:2][C:3](=[O:23])[C:4]1[CH:9]=[C:8]([O:10][CH3:11])[CH:7]=[C:6]([N:12]([CH2:20][CH:21]=[CH2:22])[C:13]([O:15][C:16]([CH3:19])([CH3:18])[CH3:17])=[O:14])[CH:5]=1.[OH-].[Li+]. The catalyst is CO.CCOC(C)=O. The product is [CH2:20]([N:12]([C:13]([O:15][C:16]([CH3:19])([CH3:18])[CH3:17])=[O:14])[C:6]1[CH:5]=[C:4]([CH:9]=[C:8]([O:10][CH3:11])[CH:7]=1)[C:3]([OH:23])=[O:2])[CH:21]=[CH2:22]. The yield is 1.00. (3) The reactants are [CH:1]([C:4]1[CH:9]=[C:8]([O:10][CH3:11])[CH:7]=[CH:6][C:5]=1[O:12][S:13]([C:16]1[CH:21]=[CH:20][C:19]([CH3:22])=[CH:18][CH:17]=1)(=[O:15])=[O:14])([CH3:3])[CH3:2].[N+:23]([O-])([OH:25])=[O:24]. The catalyst is CC(O)=O. The product is [CH:1]([C:4]1[CH:9]=[C:8]([O:10][CH3:11])[C:7]([N+:23]([O-:25])=[O:24])=[CH:6][C:5]=1[O:12][S:13]([C:16]1[CH:17]=[CH:18][C:19]([CH3:22])=[CH:20][CH:21]=1)(=[O:15])=[O:14])([CH3:3])[CH3:2]. The yield is 0.980. (4) The reactants are [CH:1]1([CH2:7][CH2:8][CH2:9][C@@H:10]([C:19]2[O:23][N:22]=[C:21](C(NN)=O)[N:20]=2)[CH2:11][C:12]([O:14]C(C)(C)C)=[O:13])[CH2:6][CH2:5][CH2:4][CH2:3][CH2:2]1.Cl.[N:29]([O-])=O.[Na+].C([O-])([O-])=O.[Na+].[Na+]. The catalyst is CC(O)=O. The product is [NH2:29][C:21]1[N:20]=[C:19]([C@H:10]([CH2:9][CH2:8][CH2:7][CH:1]2[CH2:2][CH2:3][CH2:4][CH2:5][CH2:6]2)[CH2:11][C:12]([OH:14])=[O:13])[O:23][N:22]=1. The yield is 0.500. (5) The reactants are [C:1]([NH:4][CH2:5][CH2:6][NH:7][C:8]([C:10]1[S:11][C:12]([C:15]2[N:20]=[C:19]([NH:21][C:22]3[CH:26]=[C:25]([CH:27]4[CH2:29][CH2:28]4)[N:24]([C:30](=[O:32])[CH3:31])[N:23]=3)[C:18](Br)=[CH:17][N:16]=2)=[CH:13][CH:14]=1)=[O:9])(=[O:3])[CH3:2].CCN(CC)CC.[C:41]([Si:43]([CH3:46])([CH3:45])[CH3:44])#[CH:42]. The catalyst is Cl[Pd](Cl)([P](C1C=CC=CC=1)(C1C=CC=CC=1)C1C=CC=CC=1)[P](C1C=CC=CC=1)(C1C=CC=CC=1)C1C=CC=CC=1.[Cu]I.C1COCC1. The product is [C:1]([NH:4][CH2:5][CH2:6][NH:7][C:8]([C:10]1[S:11][C:12]([C:15]2[N:20]=[C:19]([NH:21][C:22]3[CH:26]=[C:25]([CH:27]4[CH2:29][CH2:28]4)[N:24]([C:30](=[O:32])[CH3:31])[N:23]=3)[C:18]([C:42]#[C:41][Si:43]([CH3:46])([CH3:45])[CH3:44])=[CH:17][N:16]=2)=[CH:13][CH:14]=1)=[O:9])(=[O:3])[CH3:2]. The yield is 0.352.